This data is from NCI-60 drug combinations with 297,098 pairs across 59 cell lines. The task is: Regression. Given two drug SMILES strings and cell line genomic features, predict the synergy score measuring deviation from expected non-interaction effect. (1) Drug 1: CC(C1=C(C=CC(=C1Cl)F)Cl)OC2=C(N=CC(=C2)C3=CN(N=C3)C4CCNCC4)N. Drug 2: C1CCC(C1)C(CC#N)N2C=C(C=N2)C3=C4C=CNC4=NC=N3. Cell line: SK-OV-3. Synergy scores: CSS=0.190, Synergy_ZIP=-2.12, Synergy_Bliss=-2.13, Synergy_Loewe=-3.06, Synergy_HSA=-2.23. (2) Drug 2: COC1=C2C(=CC3=C1OC=C3)C=CC(=O)O2. Synergy scores: CSS=1.89, Synergy_ZIP=-0.235, Synergy_Bliss=-0.00309, Synergy_Loewe=1.26, Synergy_HSA=-1.14. Drug 1: C1=CN(C=N1)CC(O)(P(=O)(O)O)P(=O)(O)O. Cell line: 786-0. (3) Drug 1: CC1=C(C(CCC1)(C)C)C=CC(=CC=CC(=CC(=O)O)C)C. Drug 2: CN1C(=O)N2C=NC(=C2N=N1)C(=O)N. Cell line: RXF 393. Synergy scores: CSS=6.64, Synergy_ZIP=-2.23, Synergy_Bliss=0.328, Synergy_Loewe=-1.59, Synergy_HSA=0.322. (4) Drug 1: COC1=CC(=CC(=C1O)OC)C2C3C(COC3=O)C(C4=CC5=C(C=C24)OCO5)OC6C(C(C7C(O6)COC(O7)C8=CC=CS8)O)O. Cell line: 786-0. Synergy scores: CSS=30.6, Synergy_ZIP=-0.447, Synergy_Bliss=1.17, Synergy_Loewe=2.03, Synergy_HSA=4.70. Drug 2: CC=C1C(=O)NC(C(=O)OC2CC(=O)NC(C(=O)NC(CSSCCC=C2)C(=O)N1)C(C)C)C(C)C.